From a dataset of Full USPTO retrosynthesis dataset with 1.9M reactions from patents (1976-2016). Predict the reactants needed to synthesize the given product. (1) Given the product [CH2:14]([N:16]([CH2:17][CH3:18])[S:2]([C:5]1[CH:9]=[CH:8][S:7][C:6]=1[C:10]([O:12][CH3:13])=[O:11])(=[O:4])=[O:3])[CH3:15], predict the reactants needed to synthesize it. The reactants are: Cl[S:2]([C:5]1[CH:9]=[CH:8][S:7][C:6]=1[C:10]([O:12][CH3:13])=[O:11])(=[O:4])=[O:3].[CH2:14]([N:16](CC)[CH2:17][CH3:18])[CH3:15].C(NCC)C.O. (2) Given the product [C:1]([O:4][CH:5]([N:7]1[C:11]2[CH:12]=[CH:13][CH:14]=[CH:15][C:10]=2[N:9]=[C:8]1[S:16]([CH2:17][C:18]1[C:23]([CH3:24])=[C:22]([O:25][CH2:26][C:27]([F:29])([F:28])[F:30])[CH:21]=[CH:20][N:19]=1)=[O:36])[CH3:6])(=[O:3])[CH3:2], predict the reactants needed to synthesize it. The reactants are: [C:1]([O:4][CH:5]([N:7]1[C:11]2[CH:12]=[CH:13][CH:14]=[CH:15][C:10]=2[N:9]=[C:8]1[S:16][CH2:17][C:18]1[C:23]([CH3:24])=[C:22]([O:25][CH2:26][C:27]([F:30])([F:29])[F:28])[CH:21]=[CH:20][N:19]=1)[CH3:6])(=[O:3])[CH3:2].ClC1C=C(C=CC=1)C(OO)=[O:36].O. (3) The reactants are: [NH2:1][C:2]1[C:3]([F:19])=[C:4]([NH:9][S:10]([C:13]2[N:14]=[CH:15][N:16]([CH3:18])[CH:17]=2)(=[O:12])=[O:11])[CH:5]=[CH:6][C:7]=1[F:8].F[C:21]1[C:26]([C:27]2[N:35]=[CH:34][N:33]=[C:32]3[C:28]=2[N:29]=[CH:30][N:31]3[CH:36]2[CH2:41][CH2:40][CH2:39][CH2:38][O:37]2)=[CH:25][CH:24]=[CH:23][N:22]=1. Given the product [F:19][C:3]1[C:2]([NH:1][C:21]2[C:26]([C:27]3[N:35]=[CH:34][N:33]=[C:32]4[C:28]=3[N:29]=[CH:30][N:31]4[CH:36]3[CH2:41][CH2:40][CH2:39][CH2:38][O:37]3)=[CH:25][CH:24]=[CH:23][N:22]=2)=[C:7]([F:8])[CH:6]=[CH:5][C:4]=1[NH:9][S:10]([C:13]1[N:14]=[CH:15][N:16]([CH3:18])[CH:17]=1)(=[O:12])=[O:11], predict the reactants needed to synthesize it. (4) Given the product [CH3:18][C:8]1[CH:13]=[CH:12][C:11]([S:14]([O:46][CH2:45][CH2:44][C:43]2[C:21]3[C:22](=[N:23][C:24]([N:26]([C:27]([O:29][C:30]([CH3:33])([CH3:31])[CH3:32])=[O:28])[C:34]([O:36][C:37]([CH3:40])([CH3:39])[CH3:38])=[O:35])=[N:25][C:20]=3[Cl:19])[N:41]([CH2:52][C:53]3[C:58]([CH3:59])=[C:57]([O:60][CH3:61])[C:56]([CH3:62])=[CH:55][N:54]=3)[N:42]=2)(=[O:16])=[O:15])=[CH:10][CH:9]=1, predict the reactants needed to synthesize it. The reactants are: C(N(CC)CC)C.[C:8]1([CH3:18])[CH:13]=[CH:12][C:11]([S:14](Cl)(=[O:16])=[O:15])=[CH:10][CH:9]=1.[Cl:19][C:20]1[N:25]=[C:24]([N:26]([C:34]([O:36][C:37]([CH3:40])([CH3:39])[CH3:38])=[O:35])[C:27]([O:29][C:30]([CH3:33])([CH3:32])[CH3:31])=[O:28])[N:23]=[C:22]2[N:41]([CH2:52][C:53]3[C:58]([CH3:59])=[C:57]([O:60][CH3:61])[C:56]([CH3:62])=[CH:55][N:54]=3)[N:42]=[C:43]([CH2:44][CH:45]3COC(C)(C)[O:46]3)[C:21]=12. (5) Given the product [C:2]([OH:7])(=[O:30])[C:3]([CH2:12][C:13]([OH:15])=[O:14])=[CH2:4], predict the reactants needed to synthesize it. The reactants are: C(S)[C@@H:2]([OH:7])[C@H:3](O)[CH2:4]S.C(N([CH2:12][C:13]([OH:15])=[O:14])[CH2:12][C:13]([OH:15])=[O:14])CN([CH2:12][C:13]([OH:15])=[O:14])[CH2:12][C:13]([OH:15])=[O:14].P([O-])([O-])([O-])=[O:30].[Na+].[Na+].[Na+]. (6) Given the product [Br:1][C:2]1[S:11][C:5]2[N:6]=[CH:7][N:8]=[C:9]([Cl:21])[C:4]=2[C:3]=1[I:12], predict the reactants needed to synthesize it. The reactants are: [Br:1][C:2]1[S:11][C:5]2[N:6]=[CH:7][NH:8][C:9](=O)[C:4]=2[C:3]=1[I:12].CCCCCC.P(Cl)(Cl)([Cl:21])=O. (7) The reactants are: [CH:1]([C:3]1[CH:4]=[C:5]([C:14]([OH:16])=[O:15])[C:6](=[O:13])[N:7]2[C:12]=1[CH:11]=[CH:10][CH:9]=[CH:8]2)=O.[F:17][C:18]1[CH:19]=[C:20]([CH:25]2[CH2:30][CH2:29][NH:28][CH2:27][CH2:26]2)[CH:21]=[C:22]([F:24])[CH:23]=1.C(O)(=O)C.ClC(Cl)C.C([BH3-])#N. Given the product [F:17][C:18]1[CH:19]=[C:20]([CH:25]2[CH2:26][CH2:27][N:28]([CH2:1][C:3]3[CH:4]=[C:5]([C:14]([OH:16])=[O:15])[C:6](=[O:13])[N:7]4[C:12]=3[CH:11]=[CH:10][CH:9]=[CH:8]4)[CH2:29][CH2:30]2)[CH:21]=[C:22]([F:24])[CH:23]=1, predict the reactants needed to synthesize it. (8) Given the product [CH2:1]([N:3]1[C:15]2[CH:14]=[N:13][CH:12]=[CH:11][C:10]=2[C:9]2[C:4]1=[CH:5][CH:6]=[CH:7][CH:8]=2)[CH3:2], predict the reactants needed to synthesize it. The reactants are: [CH2:1]([N:3]1[C:15]2[CH:14]=[N:13][C:12](C(OCC)=O)=[CH:11][C:10]=2[C:9]2[C:4]1=[CH:5][CH:6]=[CH:7][CH:8]=2)[CH3:2].O.NN. (9) Given the product [F:10][C:11]1[CH:12]=[C:13]2[C:17](=[CH:18][CH:19]=1)[NH:16][CH:15]=[C:14]2[C:1](=[O:5])[C:2]([O:21][CH3:20])=[O:3], predict the reactants needed to synthesize it. The reactants are: [C:1](Cl)(=[O:5])[C:2](Cl)=[O:3].C(Cl)Cl.[F:10][C:11]1[CH:12]=[C:13]2[C:17](=[CH:18][CH:19]=1)[NH:16][CH:15]=[CH:14]2.[CH3:20][O-:21].[Na+].CO.